This data is from Reaction yield outcomes from USPTO patents with 853,638 reactions. The task is: Predict the reaction yield, written as a fraction of the theoretical maximum amount of product (1.0 means a 100% yield; for example, 0.34 means a 34% yield). (1) The reactants are N#N.CCN=C=NCCCN(C)C.Cl.[CH3:15][O:16][C:17]1[CH:18]=[C:19]([CH2:27][C:28]([OH:30])=O)[CH:20]=[C:21]([O:25][CH3:26])[C:22]=1[O:23][CH3:24].[CH3:31][O:32][C:33]([C:35]1[CH:39]=[C:38]([C:40]2[CH:45]=[CH:44][C:43]([NH2:46])=[CH:42][C:41]=2[N+:47]([O-:49])=[O:48])[O:37][C:36]=1[CH3:50])=[O:34]. The catalyst is C(Cl)Cl.CN(C1C=CN=CC=1)C.CCN(CC)CC. The product is [CH3:31][O:32][C:33]([C:35]1[CH:39]=[C:38]([C:40]2[CH:45]=[CH:44][C:43]([NH:46][C:28](=[O:30])[CH2:27][C:19]3[CH:20]=[C:21]([O:25][CH3:26])[C:22]([O:23][CH3:24])=[C:17]([O:16][CH3:15])[CH:18]=3)=[CH:42][C:41]=2[N+:47]([O-:49])=[O:48])[O:37][C:36]=1[CH3:50])=[O:34]. The yield is 0.550. (2) The reactants are [OH:1][C:2]1[CH:7]=[CH:6][C:5]([C:8]2[CH:13]=[CH:12][C:11]([CH2:14][C:15]([O:17]C)=[O:16])=[CH:10][C:9]=2[N+:19]([O-:21])=[O:20])=[CH:4][CH:3]=1.Br[CH2:23][C:24]1[C:29]([C:30]([O:32][C:33]([CH3:36])([CH3:35])[CH3:34])=[O:31])=[C:28]([O:37]C(OC(C)(C)C)=O)[C:27]([C:45]([F:48])([F:47])[F:46])=[CH:26][CH:25]=1. No catalyst specified. The product is [C:33]([O:32][C:30]([C:29]1[C:28]([OH:37])=[C:27]([C:45]([F:46])([F:47])[F:48])[CH:26]=[CH:25][C:24]=1[CH2:23][O:1][C:2]1[CH:7]=[CH:6][C:5]([C:8]2[CH:13]=[CH:12][C:11]([CH2:14][C:15]([OH:17])=[O:16])=[CH:10][C:9]=2[N+:19]([O-:21])=[O:20])=[CH:4][CH:3]=1)=[O:31])([CH3:36])([CH3:34])[CH3:35]. The yield is 0.0700. (3) The reactants are [NH2:1][CH2:2][C:3]([N:5]([C:7]1[CH:12]=[CH:11][C:10]([Cl:13])=[C:9]([CH2:14][O:15][C:16]2[C:24]3[N:23]=[C:22]([O:25][CH3:26])[N:21]([CH2:27][C:28]4[CH:33]=[CH:32][CH:31]=[CH:30][N:29]=4)[C:20]=3[CH:19]=[CH:18][CH:17]=2)[C:8]=1[Cl:34])[CH3:6])=[O:4].C(N(CC)CC)C.[C:42]([NH:45][CH:46]1[CH2:51][CH2:50][N:49]([CH2:52][CH2:53][C:54](O)=[O:55])[CH2:48][CH2:47]1)(=[O:44])[CH3:43].CN(C(ON1N=NC2C=CC=CC1=2)=[N+](C)C)C.F[P-](F)(F)(F)(F)F. The catalyst is CN(C=O)C. The product is [C:42]([NH:45][CH:46]1[CH2:47][CH2:48][N:49]([CH2:52][CH2:53][C:54]([NH:1][CH2:2][C:3]([N:5]([C:7]2[CH:12]=[CH:11][C:10]([Cl:13])=[C:9]([CH2:14][O:15][C:16]3[C:24]4[N:23]=[C:22]([O:25][CH3:26])[N:21]([CH2:27][C:28]5[CH:33]=[CH:32][CH:31]=[CH:30][N:29]=5)[C:20]=4[CH:19]=[CH:18][CH:17]=3)[C:8]=2[Cl:34])[CH3:6])=[O:4])=[O:55])[CH2:50][CH2:51]1)(=[O:44])[CH3:43]. The yield is 0.550. (4) The reactants are [CH3:1][O:2][CH2:3][CH2:4][O:5][C:6]1[CH:12]=[CH:11][C:9]([NH2:10])=[C:8]([N+:13]([O-:15])=[O:14])[CH:7]=1.Cl[C:17]1[N:22]=[CH:21][N:20]=[C:19]([NH:23]C)[CH:18]=1.[C:25]([O-])([O-])=O.[Cs+].[Cs+].CC1(C)C2C(=C(P(C3C=CC=CC=3)C3C=CC=CC=3)C=CC=2)OC2C(P(C3C=CC=CC=3)C3C=CC=CC=3)=CC=CC1=2. The catalyst is C1(C)C=CC=CC=1.C1C=CC(/C=C/C(/C=C/C2C=CC=CC=2)=O)=CC=1.C1C=CC(/C=C/C(/C=C/C2C=CC=CC=2)=O)=CC=1.C1C=CC(/C=C/C(/C=C/C2C=CC=CC=2)=O)=CC=1.[Pd].[Pd].CO.C(Cl)Cl. The product is [CH3:1][O:2][CH2:3][CH2:4][O:5][C:6]1[CH:12]=[CH:11][C:9]([NH:10][C:17]2[CH:18]=[C:19]([NH2:23])[N:20]([CH3:25])[CH2:21][N:22]=2)=[C:8]([N+:13]([O-:15])=[O:14])[CH:7]=1. The yield is 0.700. (5) The reactants are [CH3:1][S:2]([N:5]1[CH2:10][CH2:9][C:8]2[N:11]([CH2:24][CH2:25][CH:26]=O)[N:12]=[C:13]([C:14]3[CH:19]=[CH:18][C:17]([C:20]([F:23])([F:22])[F:21])=[CH:16][CH:15]=3)[C:7]=2[CH2:6]1)(=[O:4])=[O:3].[N+:28]([C:31]1[CH:36]=[CH:35][CH:34]=[CH:33][C:32]=1[N:37]1[CH2:42][CH2:41][NH:40][CH2:39][CH2:38]1)([O-:30])=[O:29].CC(O)=O.[BH-](OC(C)=O)(OC(C)=O)OC(C)=O.[Na+].C([O-])(O)=O.[Na+]. The catalyst is C(Cl)Cl. The product is [CH3:1][S:2]([N:5]1[CH2:10][CH2:9][C:8]2[N:11]([CH2:24][CH2:25][CH2:26][N:40]3[CH2:41][CH2:42][N:37]([C:32]4[CH:33]=[CH:34][CH:35]=[CH:36][C:31]=4[N+:28]([O-:30])=[O:29])[CH2:38][CH2:39]3)[N:12]=[C:13]([C:14]3[CH:19]=[CH:18][C:17]([C:20]([F:23])([F:22])[F:21])=[CH:16][CH:15]=3)[C:7]=2[CH2:6]1)(=[O:4])=[O:3]. The yield is 0.710. (6) The reactants are [NH2:1][C@@H:2]([CH2:5][C:6]1[CH:11]=[CH:10][CH:9]=[CH:8][CH:7]=1)[CH2:3][OH:4].C(N(CC)CC)C.[Br:19][CH2:20][C:21](Br)=[O:22]. The catalyst is C1COCC1. The product is [Br:19][CH2:20][C:21]([NH:1][C@H:2]([CH2:3][OH:4])[CH2:5][C:6]1[CH:11]=[CH:10][CH:9]=[CH:8][CH:7]=1)=[O:22]. The yield is 0.850. (7) The reactants are [F:1][C:2]1[CH:3]=[C:4]([CH:13]=[C:14]([F:17])[C:15]=1[F:16])[CH:5]=[C:6]([C:10](=O)[CH3:11])[C:7](=[O:9])[CH3:8].S(O)(O)(=O)=O.[CH3:23][O:24][C:25](=[NH:27])[NH2:26].C([O-])(O)=O.[Na+]. The catalyst is CCO. The product is [CH3:23][O:24][C:25]1[NH:27][CH:5]([C:4]2[CH:13]=[C:14]([F:17])[C:15]([F:16])=[C:2]([F:1])[CH:3]=2)[C:6]([C:7](=[O:9])[CH3:8])=[C:10]([CH3:11])[N:26]=1. The yield is 0.360.